This data is from Reaction yield outcomes from USPTO patents with 853,638 reactions. The task is: Predict the reaction yield, written as a fraction of the theoretical maximum amount of product (1.0 means a 100% yield; for example, 0.34 means a 34% yield). (1) The reactants are [H-].[Na+].[CH3:3][C:4]1([CH3:14])[C:12]2[C:7](=[CH:8][C:9]([OH:13])=[CH:10][CH:11]=2)[CH2:6][CH2:5]1.Br[CH2:16]C(OCC)=O. The product is [CH3:16][O:13][C:9]1[CH:8]=[C:7]2[C:12](=[CH:11][CH:10]=1)[C:4]([CH3:14])([CH3:3])[CH2:5][CH2:6]2. The yield is 0.670. The catalyst is O1CCCC1. (2) The reactants are [Br:1][C:2]1[CH:7]=[CH:6][CH:5]=[CH:4][C:3]=1[S:8]([NH:11][C:12]1[C:13]([C:23]([N:25]2[CH2:30][CH2:29][O:28][CH2:27][CH2:26]2)=[O:24])=[N:14][N:15]([C:17]2[CH:22]=[CH:21][CH:20]=[CH:19][CH:18]=2)[CH:16]=1)(=[O:10])=[O:9].[H-].[Na+].IC.[CH2:35](Cl)Cl. The catalyst is C1COCC1.O. The product is [Br:1][C:2]1[CH:7]=[CH:6][CH:5]=[CH:4][C:3]=1[S:8]([N:11]([CH3:35])[C:12]1[C:13]([C:23]([N:25]2[CH2:26][CH2:27][O:28][CH2:29][CH2:30]2)=[O:24])=[N:14][N:15]([C:17]2[CH:22]=[CH:21][CH:20]=[CH:19][CH:18]=2)[CH:16]=1)(=[O:9])=[O:10]. The yield is 0.970. (3) The catalyst is C(#N)C. The yield is 0.740. The reactants are Br[CH2:2][C:3]1[CH:4]=[C:5]2[N:11]=[C:10]([C:12]3[CH:17]=[CH:16][CH:15]=[CH:14][C:13]=3[N+:18]([O-:20])=[O:19])[S:9][C:6]2=[N:7][CH:8]=1.[C:21]([N:28]1[CH2:33][CH2:32][NH:31][CH2:30][CH2:29]1)([O:23][C:24]([CH3:27])([CH3:26])[CH3:25])=[O:22].C(N(CC)CC)C. The product is [N+:18]([C:13]1[CH:14]=[CH:15][CH:16]=[CH:17][C:12]=1[C:10]1[S:9][C:6]2[C:5]([N:11]=1)=[CH:4][C:3]([CH2:2][N:31]1[CH2:30][CH2:29][N:28]([C:21]([O:23][C:24]([CH3:27])([CH3:26])[CH3:25])=[O:22])[CH2:33][CH2:32]1)=[CH:8][N:7]=2)([O-:20])=[O:19]. (4) The reactants are [Cl:1][C:2]1[CH:6]=[N:5][N:4]([CH3:7])[C:3]=1[C:8]1[CH:9]=[C:10]([NH2:16])[CH:11]=[CH:12][C:13]=1[O:14][CH3:15].[Cl:17][C:18]1[CH:19]=[C:20]([N:24]=[C:25]=[O:26])[CH:21]=[CH:22][CH:23]=1. No catalyst specified. The product is [Cl:1][C:2]1[CH:6]=[N:5][N:4]([CH3:7])[C:3]=1[C:8]1[CH:9]=[C:10]([NH:16][C:25]([NH:24][C:20]2[CH:21]=[CH:22][CH:23]=[C:18]([Cl:17])[CH:19]=2)=[O:26])[CH:11]=[CH:12][C:13]=1[O:14][CH3:15]. The yield is 0.460. (5) The reactants are C[Mg+].[Br-].CCO[CH2:7][CH3:8].ClC1[C:11]2[N:12]([CH:16]=[C:17]([C:19]3[CH:24]=[CH:23][C:22]([F:25])=[CH:21][CH:20]=3)[N:18]=2)[CH:13]=[CH:14][N:15]=1.C1COCC1. The catalyst is CN1C(=O)CCC1. The product is [F:25][C:22]1[CH:21]=[CH:20][C:19]([C:17]2[N:18]=[C:11]3[C:7]([CH3:8])=[N:15][CH:14]=[CH:13][N:12]3[CH:16]=2)=[CH:24][CH:23]=1. The yield is 1.00. (6) The yield is 0.560. The product is [NH2:1][C:2]1[CH:9]=[CH:8][CH:7]=[CH:6][C:3]=1[C:4](=[O:15])[CH2:10][CH3:11]. No catalyst specified. The reactants are [NH2:1][C:2]1[CH:9]=[CH:8][CH:7]=[CH:6][C:3]=1[C:4]#N.[CH2:10]([Mg]Br)[CH3:11].Cl.[O:15]1CCCC1.